This data is from Reaction yield outcomes from USPTO patents with 853,638 reactions. The task is: Predict the reaction yield, written as a fraction of the theoretical maximum amount of product (1.0 means a 100% yield; for example, 0.34 means a 34% yield). (1) The reactants are [C:12]([O:11][C:9](O[C:9]([O:11][C:12]([CH3:15])([CH3:14])[CH3:13])=[O:10])=[O:10])([CH3:15])([CH3:14])[CH3:13].[NH2:16][C:17]1[C:18]([C:27]([OH:29])=[O:28])=[CH:19][C:20]2[C:25]([CH:26]=1)=[CH:24][CH:23]=[CH:22][CH:21]=2. The catalyst is C1COCC1.[OH-].[Na+]. The product is [C:12]([O:11][C:9]([NH:16][C:17]1[C:18]([C:27]([OH:29])=[O:28])=[CH:19][C:20]2[C:25]([CH:26]=1)=[CH:24][CH:23]=[CH:22][CH:21]=2)=[O:10])([CH3:13])([CH3:14])[CH3:15]. The yield is 0.710. (2) The yield is 0.760. The reactants are C(NC(C)C)(C)C.[Li][CH2:9][CH2:10][CH2:11][CH3:12].[C:13]([N:20]1[CH2:25][CH2:24][CH:23]([C:26]([O:28][CH2:29][CH3:30])=[O:27])[CH2:22][CH2:21]1)([O:15][C:16]([CH3:19])([CH3:18])[CH3:17])=[O:14]. The product is [CH2:29]([O:28][C:26]([C:23]1([CH2:12][CH2:11][CH:10]=[CH2:9])[CH2:24][CH2:25][N:20]([C:13]([O:15][C:16]([CH3:19])([CH3:18])[CH3:17])=[O:14])[CH2:21][CH2:22]1)=[O:27])[CH3:30]. The catalyst is C1COCC1. (3) The reactants are [CH2:1]([O:3][C:4](=[O:7])[CH2:5][NH2:6])[CH3:2].C(N(CC)CC)C.[C:15](O[C:15]([O:17][C:18]([CH3:21])([CH3:20])[CH3:19])=[O:16])([O:17][C:18]([CH3:21])([CH3:20])[CH3:19])=[O:16]. The catalyst is C(Cl)Cl. The product is [CH2:1]([O:3][C:4](=[O:7])[CH2:5][NH:6][C:15]([O:17][C:18]([CH3:21])([CH3:20])[CH3:19])=[O:16])[CH3:2]. The yield is 0.690. (4) The product is [Cl:27][C:22]1[CH:23]=[CH:24][CH:25]=[CH:26][C:21]=1[CH2:20][S:1][C:2]1[C:11]2[C:6](=[CH:7][CH:8]=[CH:9][CH:10]=2)[CH:5]=[C:4]([OH:12])[N:3]=1. The catalyst is CCO. The reactants are [S:1]=[C:2]1[C:11]2[C:6](=[CH:7][CH:8]=[CH:9][CH:10]=2)[CH2:5][C:4](=[O:12])[NH:3]1.C([O-])([O-])=O.[K+].[K+].Br[CH2:20][C:21]1[CH:26]=[CH:25][CH:24]=[CH:23][C:22]=1[Cl:27].C(O)(=O)CC(CC(O)=O)(C(O)=O)O. The yield is 0.810.